Dataset: CYP3A4 inhibition data for predicting drug metabolism from PubChem BioAssay. Task: Regression/Classification. Given a drug SMILES string, predict its absorption, distribution, metabolism, or excretion properties. Task type varies by dataset: regression for continuous measurements (e.g., permeability, clearance, half-life) or binary classification for categorical outcomes (e.g., BBB penetration, CYP inhibition). Dataset: cyp3a4_veith. (1) The molecule is Cn1cnc([N+](=O)[O-])c1Sc1nnc(-c2cccnc2)n1C. The result is 0 (non-inhibitor). (2) The drug is CC[C@H](Oc1ccc(Cl)cc1)C(=O)OC1C[C@@H]2CC[C@H](C1)N2C. The result is 0 (non-inhibitor). (3) The compound is CS(=O)(=O)Nc1cccc(-c2cc(Nc3ccccc3)ncn2)c1. The result is 1 (inhibitor). (4) The molecule is CC(C)OCCCN1C(=O)c2ccccc2C1C(=O)NC1CCCCC1. The result is 1 (inhibitor). (5) The molecule is CC1CCCN(CCCNC(=O)C2CC(=O)N(c3ccc(F)c(Cl)c3)C2)C1. The result is 0 (non-inhibitor). (6) The compound is CC(C)CO/N=C1/C[C@@H](O)[C@@H](O)[C@@H]2[C@@H]3C(=O)N(c4cccc(Oc5ccccc5)c4)C(=O)[C@H]3CC[C@@H]12. The result is 0 (non-inhibitor).